This data is from Catalyst prediction with 721,799 reactions and 888 catalyst types from USPTO. The task is: Predict which catalyst facilitates the given reaction. (1) Reactant: [CH2:1]([C:3]1[N:8]=[C:7]([CH3:9])[C:6]([O:10][CH2:11][CH2:12][CH2:13][O:14][C:15]2[CH:16]=[C:17]3[C:21](=[CH:22][CH:23]=2)[C@H:20]([CH2:24][C:25]([O:27]C)=[O:26])[CH2:19][CH2:18]3)=[CH:5][CH:4]=1)[CH3:2].O[Li].O. Product: [CH2:1]([C:3]1[N:8]=[C:7]([CH3:9])[C:6]([O:10][CH2:11][CH2:12][CH2:13][O:14][C:15]2[CH:16]=[C:17]3[C:21](=[CH:22][CH:23]=2)[C@H:20]([CH2:24][C:25]([OH:27])=[O:26])[CH2:19][CH2:18]3)=[CH:5][CH:4]=1)[CH3:2]. The catalyst class is: 87. (2) Reactant: CCN(C(C)C)C(C)C.Cl.[F:11][C:12]1[CH:58]=[CH:57][CH:56]=[C:55]([F:59])[C:13]=1[CH2:14][O:15][C:16]([C:25]1[CH:30]=[CH:29][C:28]([C@:31]2([S:45]([C:48]3[CH:53]=[CH:52][C:51]([F:54])=[CH:50][CH:49]=3)(=[O:47])=[O:46])[CH2:35][CH2:34][N:33]([C:36]([C:38]3([OH:44])[CH2:43][CH2:42][NH:41][CH2:40][CH2:39]3)=[O:37])[CH2:32]2)=[CH:27][CH:26]=1)([C:21]([F:24])([F:23])[F:22])[C:17]([F:20])([F:19])[F:18].F[P-](F)(F)(F)(F)F.N1(O[P+](N(C)C)(N(C)C)N(C)C)C2C=CC=CC=2N=N1.[C:87](O)(=[O:89])[CH3:88]. Product: [F:59][C:55]1[CH:56]=[CH:57][CH:58]=[C:12]([F:11])[C:13]=1[CH2:14][O:15][C:16]([C:25]1[CH:26]=[CH:27][C:28]([C@:31]2([S:45]([C:48]3[CH:49]=[CH:50][C:51]([F:54])=[CH:52][CH:53]=3)(=[O:47])=[O:46])[CH2:35][CH2:34][N:33]([C:36]([C:38]3([OH:44])[CH2:43][CH2:42][N:41]([C:87](=[O:89])[CH3:88])[CH2:40][CH2:39]3)=[O:37])[CH2:32]2)=[CH:29][CH:30]=1)([C:17]([F:20])([F:19])[F:18])[C:21]([F:22])([F:24])[F:23]. The catalyst class is: 120. (3) Reactant: [OH:1][CH:2]1[C:7]([C:11](=O)[CH3:12])([N+:8]([O-:10])=[O:9])[CH:6]=[C:5]([C:14]2[NH:18][N:17]=[N:16][N:15]=2)[CH:4]=[C:3]1[C:19]1[CH:24]=[CH:23][CH:22]=[CH:21][CH:20]=1.[NH:25]([C:27]1[CH:35]=[CH:34][C:30]([C:31]([NH2:33])=[NH:32])=[CH:29][CH:28]=1)N.CCN(C(C)C)C(C)C. Product: [OH:1][CH:2]1[C:7]([C:11]2[NH:25][C:27]3[C:35]([CH:12]=2)=[CH:34][C:30]([C:31]([NH2:33])=[NH:32])=[CH:29][CH:28]=3)([N+:8]([O-:10])=[O:9])[CH:6]=[C:5]([C:14]2[NH:15][N:16]=[N:17][N:18]=2)[CH:4]=[C:3]1[C:19]1[CH:24]=[CH:23][CH:22]=[CH:21][CH:20]=1. The catalyst class is: 14. (4) Reactant: [CH2:1]([N:8]1[CH2:13][CH2:12][N:11]([CH2:14][CH:15]([C:17]#[N:18])[CH3:16])[CH2:10][CH2:9]1)[C:2]1[CH:7]=[CH:6][CH:5]=[CH:4][CH:3]=1.C([N-]C(C)C)(C)C.[Li+].Br[CH2:28][CH2:29][CH2:30][CH2:31]CBr.O. Product: [CH2:1]([N:8]1[CH2:9][CH2:10][N:11]([CH2:14][C:15]2([C:17]#[N:18])[CH2:31][CH2:30][CH2:29][CH2:28][CH2:16]2)[CH2:12][CH2:13]1)[C:2]1[CH:3]=[CH:4][CH:5]=[CH:6][CH:7]=1. The catalyst class is: 7. (5) Reactant: [F:1][C:2]1[CH:7]=[C:6]([C:8]([F:11])([F:10])[F:9])[CH:5]=[CH:4][C:3]=1[CH:12]1[CH2:17][C:16](=[O:18])[N:15]([CH3:19])[C:14]([CH3:20])=[C:13]1[C:21]([O:23]C)=[O:22]. Product: [F:1][C:2]1[CH:7]=[C:6]([C:8]([F:9])([F:11])[F:10])[CH:5]=[CH:4][C:3]=1[CH:12]1[CH2:17][C:16](=[O:18])[N:15]([CH3:19])[C:14]([CH3:20])=[C:13]1[C:21]([OH:23])=[O:22]. The catalyst class is: 1. (6) Product: [OH:13][CH2:12][CH2:11][CH:10]([C:8]1[NH:7][C:6]2[CH:28]=[CH:29][C:3]([C:1]#[N:2])=[CH:4][C:5]=2[N:9]=1)[C:16]1[C:24]([O:25][CH3:26])=[CH:23][C:22]([CH3:27])=[C:21]2[C:17]=1[CH:18]=[CH:19][NH:20]2. Reactant: [C:1]([C:3]1[CH:29]=[CH:28][C:6]2[NH:7][C:8]([CH:10]([C:16]3[C:24]([O:25][CH3:26])=[CH:23][C:22]([CH3:27])=[C:21]4[C:17]=3[CH:18]=[CH:19][NH:20]4)[CH2:11][C:12](OC)=[O:13])=[N:9][C:5]=2[CH:4]=1)#[N:2].[BH4-].[Na+]. The catalyst class is: 5. (7) Reactant: C(N(CC)CC)C.Cl.Cl[C:10]1[C:19]2[C:14](=[CH:15][CH:16]=[CH:17][CH:18]=2)[N:13]=[CH:12][C:11]=1[N+:20]([O-:22])=[O:21].[NH2:23][CH2:24][CH2:25][CH2:26][NH:27][C:28](=[O:35])[C:29]1[CH:34]=[CH:33][CH:32]=[CH:31][CH:30]=1. Product: [N+:20]([C:11]1[CH:12]=[N:13][C:14]2[C:19]([C:10]=1[NH:23][CH2:24][CH2:25][CH2:26][NH:27][C:28](=[O:35])[C:29]1[CH:34]=[CH:33][CH:32]=[CH:31][CH:30]=1)=[CH:18][CH:17]=[CH:16][CH:15]=2)([O-:22])=[O:21]. The catalyst class is: 4.